The task is: Predict the reactants needed to synthesize the given product.. This data is from Full USPTO retrosynthesis dataset with 1.9M reactions from patents (1976-2016). Given the product [CH:7]([C:6]1[CH:9]=[C:10]([CH:11]=[CH:12][C:5]=1[O:4][C:1](=[O:3])[CH3:2])[CH:23]=[CH:22][C:21]([OH:25])=[O:24])=[O:8], predict the reactants needed to synthesize it. The reactants are: [C:1]([O:4][C:5]1[CH:12]=[CH:11][C:10](I)=[CH:9][C:6]=1[CH:7]=[O:8])(=[O:3])[CH3:2].C(N(CC)CC)C.[C:21]([OH:25])(=[O:24])[CH:22]=[CH2:23].C1(C)C=CC=CC=1P(C1C=CC=CC=1C)C1C=CC=CC=1C.